From a dataset of NCI-60 drug combinations with 297,098 pairs across 59 cell lines. Regression. Given two drug SMILES strings and cell line genomic features, predict the synergy score measuring deviation from expected non-interaction effect. (1) Drug 1: C1CN1C2=NC(=NC(=N2)N3CC3)N4CC4. Drug 2: CS(=O)(=O)OCCCCOS(=O)(=O)C. Cell line: RPMI-8226. Synergy scores: CSS=56.1, Synergy_ZIP=-4.84, Synergy_Bliss=-7.53, Synergy_Loewe=-40.2, Synergy_HSA=-4.68. (2) Drug 1: CC1C(C(CC(O1)OC2CC(CC3=C2C(=C4C(=C3O)C(=O)C5=C(C4=O)C(=CC=C5)OC)O)(C(=O)CO)O)N)O.Cl. Synergy scores: CSS=46.8, Synergy_ZIP=-1.51, Synergy_Bliss=-2.78, Synergy_Loewe=-22.3, Synergy_HSA=-2.63. Drug 2: N.N.Cl[Pt+2]Cl. Cell line: SF-295. (3) Drug 1: CN(C)C(=N)N=C(N)N. Drug 2: C1=CC=C(C=C1)NC(=O)CCCCCCC(=O)NO. Cell line: UACC62. Synergy scores: CSS=40.2, Synergy_ZIP=1.36, Synergy_Bliss=-1.78, Synergy_Loewe=-24.6, Synergy_HSA=-2.64. (4) Drug 1: CC12CCC3C(C1CCC2NC(=O)OCC(F)(F)F)CCC4C3(C=CC(=O)N4C)C. Drug 2: CCC1=C2N=C(C=C(N2N=C1)NCC3=C[N+](=CC=C3)[O-])N4CCCCC4CCO. Cell line: OVCAR3. Synergy scores: CSS=44.7, Synergy_ZIP=3.54, Synergy_Bliss=5.62, Synergy_Loewe=-21.7, Synergy_HSA=3.88. (5) Drug 1: CC1=CC2C(CCC3(C2CCC3(C(=O)C)OC(=O)C)C)C4(C1=CC(=O)CC4)C. Drug 2: CC1=C(C=C(C=C1)NC(=O)C2=CC=C(C=C2)CN3CCN(CC3)C)NC4=NC=CC(=N4)C5=CN=CC=C5. Cell line: NCI-H460. Synergy scores: CSS=1.12, Synergy_ZIP=0.465, Synergy_Bliss=1.39, Synergy_Loewe=-0.207, Synergy_HSA=-0.0841. (6) Drug 1: CS(=O)(=O)C1=CC(=C(C=C1)C(=O)NC2=CC(=C(C=C2)Cl)C3=CC=CC=N3)Cl. Drug 2: C1=CN(C(=O)N=C1N)C2C(C(C(O2)CO)O)O.Cl. Cell line: SF-539. Synergy scores: CSS=30.1, Synergy_ZIP=-6.56, Synergy_Bliss=0.343, Synergy_Loewe=-32.8, Synergy_HSA=1.65.